Predict the reactants needed to synthesize the given product. From a dataset of Full USPTO retrosynthesis dataset with 1.9M reactions from patents (1976-2016). (1) Given the product [O:21]=[C:15]1[CH:14]([N:7]2[CH2:6][C:5]3[C:9](=[CH:10][CH:11]=[CH:12][C:4]=3[CH2:3][NH:2][C:36]([NH:35][C:29]3[CH:34]=[CH:33][CH:32]=[CH:31][CH:30]=3)=[O:37])[C:8]2=[O:13])[CH2:19][CH2:18][C:17](=[O:20])[NH:16]1, predict the reactants needed to synthesize it. The reactants are: Cl.[NH2:2][CH2:3][C:4]1[CH:12]=[CH:11][CH:10]=[C:9]2[C:5]=1[CH2:6][N:7]([CH:14]1[CH2:19][CH2:18][C:17](=[O:20])[NH:16][C:15]1=[O:21])[C:8]2=[O:13].C(N(CC)CC)C.[C:29]1([N:35]=[C:36]=[O:37])[CH:34]=[CH:33][CH:32]=[CH:31][CH:30]=1. (2) Given the product [F:6][C:5]([F:7])([C:8]1[CH:13]=[CH:12][CH:11]=[CH:10][N:9]=1)[CH2:4][NH2:1]=[O:34], predict the reactants needed to synthesize it. The reactants are: [N:1]([CH2:4][C:5]([C:8]1[CH:13]=[CH:12][CH:11]=[CH:10][N+:9]=1[O-])([F:7])[F:6])=[N+]=[N-].C1(P(C2C=CC=CC=2)C2C=CC=CC=2)C=CC=CC=1.[OH2:34].